The task is: Predict the product of the given reaction.. This data is from Forward reaction prediction with 1.9M reactions from USPTO patents (1976-2016). (1) Given the reactants [F:1][C:2]([F:26])([C:20]1[CH:25]=[CH:24][CH:23]=[CH:22][N:21]=1)[CH2:3][N:4]1[CH2:9][CH2:8][CH:7]([NH:10][C:11]2[C:12]3[CH:19]=[CH:18][NH:17][C:13]=3[N:14]=[CH:15][N:16]=2)[CH2:6][CH2:5]1.[ClH:27].CO, predict the reaction product. The product is: [ClH:27].[F:26][C:2]([F:1])([C:20]1[CH:25]=[CH:24][CH:23]=[CH:22][N:21]=1)[CH2:3][N:4]1[CH2:9][CH2:8][CH:7]([NH:10][C:11]2[C:12]3[CH:19]=[CH:18][NH:17][C:13]=3[N:14]=[CH:15][N:16]=2)[CH2:6][CH2:5]1. (2) Given the reactants [NH2:1][C:2]1[S:3][CH:4]=[C:5]([C:7]2[CH:16]=[CH:15][C:14]3[C:9](=[CH:10][CH:11]=[CH:12][CH:13]=3)[CH:8]=2)[N:6]=1.[C:17]1(=[O:27])[O:22][C:20](=[O:21])[C:19]2=[CH:23][CH:24]=[CH:25][CH:26]=[C:18]12, predict the reaction product. The product is: [CH:8]1[C:9]2[C:14](=[CH:13][CH:12]=[CH:11][CH:10]=2)[CH:15]=[CH:16][C:7]=1[C:5]1[N:6]=[C:2]([NH:1][C:17]([C:18]2[CH:26]=[CH:25][CH:24]=[CH:23][C:19]=2[C:20]([OH:22])=[O:21])=[O:27])[S:3][CH:4]=1. (3) Given the reactants [CH2:1]([O:3][C:4](=[O:18])[CH:5]([C:11]1[C:16]([Cl:17])=[CH:15][CH:14]=[CH:13][N:12]=1)C(OCC)=O)[CH3:2].[Na+].[Cl-].O, predict the reaction product. The product is: [CH2:1]([O:3][C:4](=[O:18])[CH2:5][C:11]1[C:16]([Cl:17])=[CH:15][CH:14]=[CH:13][N:12]=1)[CH3:2]. (4) Given the reactants [CH2:1]([N:3]1[CH:7]=[C:6](I)[CH:5]=[C:4]1[S:9]([CH3:12])(=[O:11])=[O:10])[CH3:2].C1(P(C2C=CC=CC=2)C2C=CC=CC=2)C=CC=CC=1.C(N(CC)CC)C.[Br:39][C:40]1[CH:45]=[C:44]([C:46]#[CH:47])[CH:43]=[CH:42][C:41]=1[F:48], predict the reaction product. The product is: [Br:39][C:40]1[CH:45]=[C:44]([C:46]#[C:47][C:6]2[CH:5]=[C:4]([S:9]([CH3:12])(=[O:11])=[O:10])[N:3]([CH2:1][CH3:2])[CH:7]=2)[CH:43]=[CH:42][C:41]=1[F:48]. (5) Given the reactants [Cl:1][C:2]1[CH:22]=[CH:21][CH:20]=[CH:19][C:3]=1[CH2:4][N:5]1[C:13](=[O:14])[C:12]2[C:7](=[CH:8][CH:9]=[C:10]([C:15]([OH:17])=O)[CH:11]=2)[C:6]1=[O:18].[N:23]1([CH2:28][CH2:29][NH2:30])[CH2:27][CH2:26][CH2:25][CH2:24]1, predict the reaction product. The product is: [Cl-:1].[Cl:1][C:2]1[CH:22]=[CH:21][CH:20]=[CH:19][C:3]=1[CH2:4][N:5]1[C:13](=[O:14])[C:12]2[C:7](=[CH:8][CH:9]=[C:10]([C:15]([NH:30][CH2:29][CH2:28][NH+:23]3[CH2:27][CH2:26][CH2:25][CH2:24]3)=[O:17])[CH:11]=2)[C:6]1=[O:18].